Dataset: Reaction yield outcomes from USPTO patents with 853,638 reactions. Task: Predict the reaction yield, written as a fraction of the theoretical maximum amount of product (1.0 means a 100% yield; for example, 0.34 means a 34% yield). (1) The reactants are C([O:8][C:9]1[CH:18]=[C:17]2[C:12]([C:13]([NH:19][C:20]3[CH:21]=[N:22][N:23]([CH2:25][C:26]([NH:28][C:29]4[CH:34]=[CH:33][CH:32]=[C:31]([F:35])[C:30]=4[F:36])=[O:27])[CH:24]=3)=[N:14][CH:15]=[N:16]2)=[CH:11][CH:10]=1)C1C=CC=CC=1. The catalyst is FC(F)(F)C(O)=O. The product is [F:36][C:30]1[C:31]([F:35])=[CH:32][CH:33]=[CH:34][C:29]=1[NH:28][C:26](=[O:27])[CH2:25][N:23]1[CH:24]=[C:20]([NH:19][C:13]2[C:12]3[C:17](=[CH:18][C:9]([OH:8])=[CH:10][CH:11]=3)[N:16]=[CH:15][N:14]=2)[CH:21]=[N:22]1. The yield is 1.00. (2) The reactants are Cl[CH2:2][C:3]1[N:12]([C:13]2[CH:18]=[CH:17][CH:16]=[CH:15][C:14]=2[Cl:19])[C:11](=[O:20])[C:10]2[C:5](=[CH:6][CH:7]=[CH:8][C:9]=2[F:21])[N:4]=1.[N:22]1[C:30]([NH2:31])=[C:29]2[C:25]([N:26]=[CH:27][NH:28]2)=[N:24][CH:23]=1.C([O-])([O-])=O.[K+].[K+]. The catalyst is CN(C=O)C. The product is [NH2:31][C:30]1[N:22]=[CH:23][N:24]=[C:25]2[C:29]=1[N:28]=[CH:27][N:26]2[CH2:2][C:3]1[N:12]([C:13]2[CH:18]=[CH:17][CH:16]=[CH:15][C:14]=2[Cl:19])[C:11](=[O:20])[C:10]2[C:5](=[CH:6][CH:7]=[CH:8][C:9]=2[F:21])[N:4]=1. The yield is 0.640. (3) The reactants are C([N:8]1[CH2:14][C:13]2[N:15]=[CH:16][C:17]([N:19]([CH3:23])[CH2:20][CH2:21][CH3:22])=[N:18][C:12]=2[O:11][CH2:10][CH2:9]1)C1C=CC=CC=1.C(OCC)(=O)C.[ClH:30]. The catalyst is CO.[OH-].[OH-].[Pd+2]. The product is [ClH:30].[CH3:23][N:19]([CH2:20][CH2:21][CH3:22])[C:17]1[CH:16]=[N:15][C:13]2[CH2:14][NH:8][CH2:9][CH2:10][O:11][C:12]=2[N:18]=1. The yield is 0.650. (4) The product is [CH3:14][N:15]([CH3:16])/[CH:2]=[CH:3]/[C:4](=[O:12])[CH2:5][C:6]1[CH:11]=[CH:10][CH:9]=[CH:8][CH:7]=1. The reactants are O/[CH:2]=[CH:3]/[C:4](=[O:12])[CH2:5][C:6]1[CH:11]=[CH:10][CH:9]=[CH:8][CH:7]=1.Cl.[CH3:14][NH:15][CH3:16].C([O-])([O-])=O.[K+].[K+]. The yield is 0.430. The catalyst is C1COCC1.